From a dataset of Full USPTO retrosynthesis dataset with 1.9M reactions from patents (1976-2016). Predict the reactants needed to synthesize the given product. (1) Given the product [Br:1][C:2]1[CH:11]=[C:10]2[C:5]([C:6]3[N:14]4[C@@H:15]([CH3:25])[CH2:16][O:17][CH2:26][C:13]4=[N:12][C:7]=3[CH:8]=[N:9]2)=[CH:4][CH:3]=1, predict the reactants needed to synthesize it. The reactants are: [Br:1][C:2]1[CH:3]=[CH:4][C:5]2[C:6]3[N:14]([C@@H:15]([CH3:25])[CH2:16][O:17][Si](C(C)(C)C)(C)C)[C:13]([CH2:26]Cl)=[N:12][C:7]=3[CH:8]=[N:9][C:10]=2[CH:11]=1.[F-].C([N+](CCCC)(CCCC)CCCC)CCC.C1COCC1.C([O-])([O-])=O.[K+].[K+]. (2) Given the product [Cl:1][C:2]1[CH:3]=[C:4]([C:8]2[NH:40][C:35]3[C:36]([C:9]=2[CH2:10][CH2:11][CH2:12][N:13]2[CH2:18][CH2:17][CH:16]([C:19]4[CH:20]=[C:21]([NH:25][C:26](=[O:30])[CH:27]([CH3:29])[CH3:28])[CH:22]=[CH:23][CH:24]=4)[CH2:15][CH2:14]2)=[CH:37][CH:38]=[CH:39][C:34]=3[CH3:33])[CH:5]=[CH:6][CH:7]=1, predict the reactants needed to synthesize it. The reactants are: [Cl:1][C:2]1[CH:3]=[C:4]([C:8](=O)[CH2:9][CH2:10][CH2:11][CH2:12][N:13]2[CH2:18][CH2:17][CH:16]([C:19]3[CH:20]=[C:21]([NH:25][C:26](=[O:30])[CH:27]([CH3:29])[CH3:28])[CH:22]=[CH:23][CH:24]=3)[CH2:15][CH2:14]2)[CH:5]=[CH:6][CH:7]=1.Cl.[CH3:33][C:34]1[CH:39]=[CH:38][CH:37]=[CH:36][C:35]=1[NH:40]N. (3) Given the product [Cl:8][C:7]1[C:2]([C:10]2[CH:15]=[CH:14][C:13]([CH3:16])=[CH:12][CH:11]=2)=[N:3][CH:4]=[CH:5][CH:6]=1, predict the reactants needed to synthesize it. The reactants are: Cl[C:2]1[C:7]([Cl:8])=[CH:6][CH:5]=[CH:4][N:3]=1.B(O)(O)[C:10]1[CH:11]=[CH:12][C:13]([CH3:16])=[CH:14][CH:15]=1.N#N. (4) Given the product [C:1]([N:4]1[C:13]2[C:8](=[CH:9][C:10]([C:14]3[CH:22]=[CH:21][C:17]([C:18]([O:20][CH2:37][CH2:36][CH2:35][N:34]([CH3:39])[CH3:33])=[O:19])=[CH:16][N:15]=3)=[CH:11][CH:12]=2)[C@H:7]([NH:23][C:24]2[CH:29]=[CH:28][C:27]([C:30]#[N:31])=[CH:26][N:25]=2)[CH2:6][C@@H:5]1[CH3:32])(=[O:3])[CH3:2], predict the reactants needed to synthesize it. The reactants are: [C:1]([N:4]1[C:13]2[C:8](=[CH:9][C:10]([C:14]3[CH:22]=[CH:21][C:17]([C:18]([OH:20])=[O:19])=[CH:16][N:15]=3)=[CH:11][CH:12]=2)[C@H:7]([NH:23][C:24]2[CH:29]=[CH:28][C:27]([C:30]#[N:31])=[CH:26][N:25]=2)[CH2:6][C@@H:5]1[CH3:32])(=[O:3])[CH3:2].[CH3:33][N:34]([CH3:39])[CH2:35][CH2:36][CH2:37]O.C(Cl)CCl. (5) The reactants are: [NH2:1][C@H:2]1[C:11]2[C:6](=[CH:7][CH:8]=[C:9]([F:12])[CH:10]=2)[N:5]([C:13](=[O:15])[CH3:14])[C@@H:4]([CH3:16])[C@@H:3]1[CH3:17].Cl[C:19]1[N:24]=[C:23]([CH3:25])[CH:22]=[CH:21][N:20]=1.CCN(C(C)C)C(C)C. Given the product [F:12][C:9]1[CH:10]=[C:11]2[C:6](=[CH:7][CH:8]=1)[N:5]([C:13](=[O:15])[CH3:14])[C@@H:4]([CH3:16])[C@H:3]([CH3:17])[C@H:2]2[NH:1][C:19]1[N:24]=[C:23]([CH3:25])[CH:22]=[CH:21][N:20]=1, predict the reactants needed to synthesize it. (6) Given the product [CH3:29][O:28][C:26](=[O:27])[C:25]1[CH:30]=[CH:31][C:32]([Cl:33])=[C:23]([NH:22][C:14]([C:8]2[C:9](=[O:13])[NH:10][C:11]3[C:6]([CH:7]=2)=[CH:5][C:4]([O:17][CH2:18][CH2:19][O:20][CH3:21])=[C:3]([O:2][CH3:1])[CH:12]=3)=[O:16])[CH:24]=1, predict the reactants needed to synthesize it. The reactants are: [CH3:1][O:2][C:3]1[CH:12]=[C:11]2[C:6]([CH:7]=[C:8]([C:14]([OH:16])=O)[C:9](=[O:13])[NH:10]2)=[CH:5][C:4]=1[O:17][CH2:18][CH2:19][O:20][CH3:21].[NH2:22][C:23]1[CH:24]=[C:25]([CH:30]=[CH:31][C:32]=1[Cl:33])[C:26]([O:28][CH3:29])=[O:27]. (7) The reactants are: [OH:1][CH2:2][CH:3]1[CH2:8][CH2:7][CH2:6][N:5]([C:9]([O:11][C:12]([CH3:15])([CH3:14])[CH3:13])=[O:10])[CH2:4]1.[H-].[Na+].[CH3:18]I. Given the product [CH3:18][O:1][CH2:2][CH:3]1[CH2:8][CH2:7][CH2:6][N:5]([C:9]([O:11][C:12]([CH3:15])([CH3:14])[CH3:13])=[O:10])[CH2:4]1, predict the reactants needed to synthesize it.